This data is from Peptide-MHC class I binding affinity with 185,985 pairs from IEDB/IMGT. The task is: Regression. Given a peptide amino acid sequence and an MHC pseudo amino acid sequence, predict their binding affinity value. This is MHC class I binding data. (1) The peptide sequence is RKLGWWLKL. The MHC is HLA-B07:02 with pseudo-sequence HLA-B07:02. The binding affinity (normalized) is 0.0847. (2) The peptide sequence is MAIHRSLTK. The MHC is HLA-B44:02 with pseudo-sequence HLA-B44:02. The binding affinity (normalized) is 0.213. (3) The peptide sequence is AYQPTRWFI. The MHC is HLA-A26:02 with pseudo-sequence HLA-A26:02. The binding affinity (normalized) is 0.0847. (4) The peptide sequence is VTSPLTGNNT. The MHC is HLA-A02:01 with pseudo-sequence HLA-A02:01. The binding affinity (normalized) is 0.0217. (5) The peptide sequence is VTNRHEEKF. The MHC is HLA-B39:01 with pseudo-sequence HLA-B39:01. The binding affinity (normalized) is 0.213. (6) The peptide sequence is YTDLTYQSF. The MHC is HLA-C05:01 with pseudo-sequence HLA-C05:01. The binding affinity (normalized) is 1.00. (7) The MHC is HLA-A11:01 with pseudo-sequence HLA-A11:01. The peptide sequence is MLAHAEETRK. The binding affinity (normalized) is 0.190. (8) The peptide sequence is SFYVNRGFK. The MHC is HLA-A26:01 with pseudo-sequence HLA-A26:01. The binding affinity (normalized) is 0.0847. (9) The peptide sequence is TTRAWFDKK. The MHC is HLA-A11:01 with pseudo-sequence HLA-A11:01. The binding affinity (normalized) is 0.495. (10) The peptide sequence is AMTMFYPGV. The MHC is HLA-A02:02 with pseudo-sequence HLA-A02:02. The binding affinity (normalized) is 0.795.